The task is: Predict which catalyst facilitates the given reaction.. This data is from Catalyst prediction with 721,799 reactions and 888 catalyst types from USPTO. (1) Reactant: [Cl:1][CH2:2][C:3]1[C:8]([CH3:9])=[C:7](O)[C:6]([CH3:11])=[CH:5][N:4]=1.P(Br)(Br)([Br:14])=O.[OH-].[K+]. Product: [Br:14][C:7]1[C:6]([CH3:11])=[CH:5][N:4]=[C:3]([CH2:2][Cl:1])[C:8]=1[CH3:9]. The catalyst class is: 22. (2) Reactant: [CH3:1][O:2][C:3]1[CH:8]=[CH:7][C:6]([CH2:9][N:10]2[C:18]3[C:17]([C:19]([O:21][CH2:22][CH3:23])=[O:20])=[CH:16][NH:15][C:14](=O)[C:13]=3[CH:12]=[CH:11]2)=[CH:5][CH:4]=1.P(Cl)([Cl:34])(OC1C=CC=CC=1)=O.O.C(=O)(O)[O-].[Na+]. Product: [Cl:34][C:14]1[C:13]2[CH:12]=[CH:11][N:10]([CH2:9][C:6]3[CH:7]=[CH:8][C:3]([O:2][CH3:1])=[CH:4][CH:5]=3)[C:18]=2[C:17]([C:19]([O:21][CH2:22][CH3:23])=[O:20])=[CH:16][N:15]=1. The catalyst class is: 13. (3) Reactant: [C:1]1([C:18]2[CH:23]=[CH:22][CH:21]=[CH:20][CH:19]=2)[CH:6]=[CH:5][CH:4]=[C:3]([NH:7][C:8]2[N:16]=[CH:15][C:14]([F:17])=[CH:13][C:9]=2[C:10](O)=[O:11])[CH:2]=1.CN(C=O)C.[NH2:29][C@@H:30]1[CH2:35][CH2:34][C@H:33]([NH:36][C:37]([C:39]2[N:40]=[C:41]3[CH:46]=[CH:45][CH:44]=[CH:43][N:42]3[CH:47]=2)=[O:38])[CH2:32][CH2:31]1.CCN(C(C)C)C(C)C. Product: [C:1]1([C:18]2[CH:19]=[CH:20][CH:21]=[CH:22][CH:23]=2)[CH:6]=[CH:5][CH:4]=[C:3]([NH:7][C:8]2[C:9]([C:10]([NH:29][C@@H:30]3[CH2:31][CH2:32][C@H:33]([NH:36][C:37]([C:39]4[N:40]=[C:41]5[CH:46]=[CH:45][CH:44]=[CH:43][N:42]5[CH:47]=4)=[O:38])[CH2:34][CH2:35]3)=[O:11])=[CH:13][C:14]([F:17])=[CH:15][N:16]=2)[CH:2]=1. The catalyst class is: 6. (4) Reactant: C[O:2][C:3](=[O:29])[C:4]1[CH:9]=[CH:8][C:7]([O:10][CH2:11][CH2:12][NH:13][C:14]([C:16]2[O:17][C:18]3[CH:28]=[CH:27][CH:26]=[CH:25][C:19]=3[C:20]=2[CH2:21][N:22]([CH3:24])[CH3:23])=[O:15])=[CH:6][CH:5]=1.[OH-].[K+:31]. Product: [K+:31].[CH3:24][N:22]([CH2:21][C:20]1[C:19]2[CH:25]=[CH:26][CH:27]=[CH:28][C:18]=2[O:17][C:16]=1[C:14]([NH:13][CH2:12][CH2:11][O:10][C:7]1[CH:6]=[CH:5][C:4]([C:3]([O-:29])=[O:2])=[CH:9][CH:8]=1)=[O:15])[CH3:23]. The catalyst class is: 5. (5) Product: [NH2:17][C@@H:18]([CH2:19][O:20][CH3:21])[C:22]([N:14]1[CH2:15][CH2:16][N:11]([C:8]2[CH:9]=[CH:10][N:5]3[N:4]=[CH:3][C:2]([Br:1])=[C:6]3[N:7]=2)[CH2:12][CH2:13]1)=[O:23]. Reactant: [Br:1][C:2]1[CH:3]=[N:4][N:5]2[CH:10]=[CH:9][C:8]([N:11]3[CH2:16][CH2:15][NH:14][CH2:13][CH2:12]3)=[N:7][C:6]=12.[NH:17](C(OC(C)(C)C)=O)[C@H:18]([C:22](O)=[O:23])[CH2:19][O:20][CH3:21].CN(C(ON1N=NC2C=CC=NC1=2)=[N+](C)C)C.F[P-](F)(F)(F)(F)F.C(N(CC)CC)C. The catalyst class is: 85. (6) Reactant: [O:1]1[CH2:6][CH2:5][N:4]([C:7]2[N:12]=[C:11]([C:13]3[C:14]([C:20]([F:23])([F:22])[F:21])=[CH:15][C:16]([NH2:19])=[N:17][CH:18]=3)[CH:10]=[C:9]([N:24]3[CH2:29][CH2:28][O:27][CH2:26][CH2:25]3)[N:8]=2)[CH2:3][CH2:2]1.N1C=CC=CC=1.[C:36](Cl)(=[O:43])[C:37]1[CH:42]=[CH:41][CH:40]=[CH:39][CH:38]=1.O. The catalyst class is: 2. Product: [O:1]1[CH2:6][CH2:5][N:4]([C:7]2[N:12]=[C:11]([C:13]3[C:14]([C:20]([F:22])([F:21])[F:23])=[CH:15][C:16]([NH:19][C:36](=[O:43])[C:37]4[CH:42]=[CH:41][CH:40]=[CH:39][CH:38]=4)=[N:17][CH:18]=3)[CH:10]=[C:9]([N:24]3[CH2:29][CH2:28][O:27][CH2:26][CH2:25]3)[N:8]=2)[CH2:3][CH2:2]1.